Dataset: Kinase inhibitor bioactivity data combining Ki, Kd, and IC50 measurements. Task: Regression. Given a target protein amino acid sequence and a drug SMILES string, predict the binding affinity score between them. We predict KIBA score (integrated kinase binding score). Dataset: kiba. The small molecule is CCCCCCCCCCCCCCCCCCSCC(C[N+](C)(C)CCCO)OC.[I-]. The target protein (Q15139) has sequence MSAPPVLRPPSPLLPVAAAAAAAAAALVPGSGPGPAPFLAPVAAPVGGISFHLQIGLSREPVLLLQDSSGDYSLAHVREMACSIVDQKFPECGFYGMYDKILLFRHDPTSENILQLVKAASDIQEGDLIEVVLSASATFEDFQIRPHALFVHSYRAPAFCDHCGEMLWGLVRQGLKCEGCGLNYHKRCAFKIPNNCSGVRRRRLSNVSLTGVSTIRTSSAELSTSAPDEPLLQKSPSESFIGREKRSNSQSYIGRPIHLDKILMSKVKVPHTFVIHSYTRPTVCQYCKKLLKGLFRQGLQCKDCRFNCHKRCAPKVPNNCLGEVTINGDLLSPGAESDVVMEEGSDDNDSERNSGLMDDMEEAMVQDAEMAMAECQNDSGEMQDPDPDHEDANRTISPSTSNNIPLMRVVQSVKHTKRKSSTVMKEGWMVHYTSKDTLRKRHYWRLDSKCITLFQNDTGSRYYKEIPLSEILSLEPVKTSALIPNGANPHCFEITTANVV.... The KIBA score is 11.4.